This data is from NCI-60 drug combinations with 297,098 pairs across 59 cell lines. The task is: Regression. Given two drug SMILES strings and cell line genomic features, predict the synergy score measuring deviation from expected non-interaction effect. (1) Drug 1: CC(C)NC(=O)C1=CC=C(C=C1)CNNC.Cl. Drug 2: CC(C)CN1C=NC2=C1C3=CC=CC=C3N=C2N. Cell line: HCC-2998. Synergy scores: CSS=12.1, Synergy_ZIP=-2.02, Synergy_Bliss=-6.95, Synergy_Loewe=5.14, Synergy_HSA=-3.47. (2) Drug 1: CC(C1=C(C=CC(=C1Cl)F)Cl)OC2=C(N=CC(=C2)C3=CN(N=C3)C4CCNCC4)N. Drug 2: CCC1(C2=C(COC1=O)C(=O)N3CC4=CC5=C(C=CC(=C5CN(C)C)O)N=C4C3=C2)O.Cl. Cell line: A549. Synergy scores: CSS=36.7, Synergy_ZIP=-4.64, Synergy_Bliss=0.449, Synergy_Loewe=-6.11, Synergy_HSA=1.04. (3) Drug 1: CC1C(C(CC(O1)OC2CC(OC(C2O)C)OC3=CC4=CC5=C(C(=O)C(C(C5)C(C(=O)C(C(C)O)O)OC)OC6CC(C(C(O6)C)O)OC7CC(C(C(O7)C)O)OC8CC(C(C(O8)C)O)(C)O)C(=C4C(=C3C)O)O)O)O. Drug 2: COC1=C2C(=CC3=C1OC=C3)C=CC(=O)O2. Cell line: 786-0. Synergy scores: CSS=44.7, Synergy_ZIP=-0.406, Synergy_Bliss=-0.593, Synergy_Loewe=-30.8, Synergy_HSA=-0.337. (4) Drug 1: COC1=C(C=C2C(=C1)N=CN=C2NC3=CC(=C(C=C3)F)Cl)OCCCN4CCOCC4. Drug 2: CC12CCC3C(C1CCC2OP(=O)(O)O)CCC4=C3C=CC(=C4)OC(=O)N(CCCl)CCCl.[Na+]. Cell line: SNB-75. Synergy scores: CSS=14.0, Synergy_ZIP=-8.47, Synergy_Bliss=-11.4, Synergy_Loewe=-28.8, Synergy_HSA=-8.17. (5) Cell line: KM12. Drug 2: CS(=O)(=O)OCCCCOS(=O)(=O)C. Synergy scores: CSS=-2.42, Synergy_ZIP=-5.11, Synergy_Bliss=-14.5, Synergy_Loewe=-12.5, Synergy_HSA=-12.0. Drug 1: CC1=C(C=C(C=C1)NC2=NC=CC(=N2)N(C)C3=CC4=NN(C(=C4C=C3)C)C)S(=O)(=O)N.Cl. (6) Drug 1: C1CN1C2=NC(=NC(=N2)N3CC3)N4CC4. Drug 2: C1CN(P(=O)(OC1)NCCCl)CCCl. Cell line: SN12C. Synergy scores: CSS=26.2, Synergy_ZIP=-0.869, Synergy_Bliss=-2.55, Synergy_Loewe=-37.4, Synergy_HSA=-3.67. (7) Drug 1: C1=CC(=CC=C1CCCC(=O)O)N(CCCl)CCCl. Drug 2: C1CNP(=O)(OC1)N(CCCl)CCCl. Cell line: BT-549. Synergy scores: CSS=17.6, Synergy_ZIP=-8.73, Synergy_Bliss=-2.81, Synergy_Loewe=-16.0, Synergy_HSA=-3.11. (8) Drug 1: COCCOC1=C(C=C2C(=C1)C(=NC=N2)NC3=CC=CC(=C3)C#C)OCCOC.Cl. Drug 2: CC1C(C(CC(O1)OC2CC(CC3=C2C(=C4C(=C3O)C(=O)C5=C(C4=O)C(=CC=C5)OC)O)(C(=O)CO)O)N)O.Cl. Cell line: UACC62. Synergy scores: CSS=65.0, Synergy_ZIP=-3.12, Synergy_Bliss=-1.55, Synergy_Loewe=1.31, Synergy_HSA=2.59.